This data is from Forward reaction prediction with 1.9M reactions from USPTO patents (1976-2016). The task is: Predict the product of the given reaction. (1) Given the reactants [CH3:1][C:2]1[CH:7]=[CH:6][C:5]([S:8]([O:11][C:12]2[CH:13]=[C:14]3[C:19](=[CH:20][CH:21]=2)[NH:18][C:17]([CH3:23])([CH3:22])[CH:16]=[C:15]3[CH3:24])(=[O:10])=[O:9])=[CH:4][CH:3]=1.[Br:25]N1C(=O)CCC1=O, predict the reaction product. The product is: [CH3:1][C:2]1[CH:3]=[CH:4][C:5]([S:8]([O:11][C:12]2[CH:13]=[C:14]3[C:19](=[C:20]([Br:25])[CH:21]=2)[NH:18][C:17]([CH3:23])([CH3:22])[CH:16]=[C:15]3[CH3:24])(=[O:10])=[O:9])=[CH:6][CH:7]=1. (2) Given the reactants [NH:1]1[C:9]2[C:4](=[CH:5][CH:6]=[CH:7][CH:8]=2)[C:3]([CH2:10][C@@H:11]([NH:23]C(=O)OC(C)(C)C)[C:12]2[NH:13][CH:14]=[C:15]([C:17]3[CH:22]=[CH:21][CH:20]=[CH:19][CH:18]=3)[N:16]=2)=[CH:2]1.FC(F)(F)C(O)=O.[F:38][C:39]1([CH:45]=O)[CH2:44][CH2:43][O:42][CH2:41][CH2:40]1.C([O-])(O)=O.[Na+], predict the reaction product. The product is: [F:38][C:39]1([CH:45]2[C:2]3[NH:1][C:9]4[C:4](=[CH:5][CH:6]=[CH:7][CH:8]=4)[C:3]=3[CH2:10][C@H:11]([C:12]3[NH:13][CH:14]=[C:15]([C:17]4[CH:22]=[CH:21][CH:20]=[CH:19][CH:18]=4)[N:16]=3)[NH:23]2)[CH2:44][CH2:43][O:42][CH2:41][CH2:40]1. (3) Given the reactants [C:1]([O:5][C:6](=[O:18])[NH:7][C:8]1[CH:13]=[CH:12][C:11]([C:14](=[NH:17])[NH:15][OH:16])=[CH:10][CH:9]=1)([CH3:4])([CH3:3])[CH3:2].[F:19][C:20]([F:31])([F:30])[O:21][C:22]1[CH:29]=[CH:28][C:25]([CH:26]=O)=[CH:24][CH:23]=1, predict the reaction product. The product is: [C:1]([O:5][C:6](=[O:18])[NH:7][C:8]1[CH:13]=[CH:12][C:11]([C:14]2[N:17]=[C:26]([C:25]3[CH:28]=[CH:29][C:22]([O:21][C:20]([F:19])([F:30])[F:31])=[CH:23][CH:24]=3)[O:16][N:15]=2)=[CH:10][CH:9]=1)([CH3:4])([CH3:2])[CH3:3]. (4) Given the reactants [Cl:1][C:2]1[CH:3]=[C:4]([CH:20]=[CH:21][CH:22]=1)[CH2:5][N:6]1[C:14](=[O:15])[C:13]2[C:8](=[CH:9][CH:10]=[C:11]([C:16]([OH:18])=O)[CH:12]=2)[C:7]1=[O:19].[N:23]1([CH2:28][CH2:29][CH2:30][NH2:31])[CH2:27][CH2:26][CH2:25][CH2:24]1, predict the reaction product. The product is: [Cl-:1].[Cl:1][C:2]1[CH:3]=[C:4]([CH:20]=[CH:21][CH:22]=1)[CH2:5][N:6]1[C:14](=[O:15])[C:13]2[C:8](=[CH:9][CH:10]=[C:11]([C:16]([NH:31][CH2:30][CH2:29][CH2:28][NH+:23]3[CH2:27][CH2:26][CH2:25][CH2:24]3)=[O:18])[CH:12]=2)[C:7]1=[O:19]. (5) Given the reactants [O:1]=[C:2]1[N:6]([C:7]2[CH:14]=[CH:13][C:10]([C:11]#[N:12])=[C:9]([C:15]([F:18])([F:17])[F:16])[CH:8]=2)[C@@H:5]2[CH2:19][CH2:20][CH2:21][CH2:22][C@H:4]2[NH:3]1.C([O-])([O-])=O.[Cs+].[Cs+].Cl[CH2:30][C:31](=[O:33])[CH3:32], predict the reaction product. The product is: [O:1]=[C:2]1[N:6]([C:7]2[CH:14]=[CH:13][C:10]([C:11]#[N:12])=[C:9]([C:15]([F:18])([F:16])[F:17])[CH:8]=2)[C@@H:5]2[CH2:19][CH2:20][CH2:21][CH2:22][C@H:4]2[N:3]1[CH2:30][C:31](=[O:33])[CH3:32]. (6) Given the reactants [Cl:1][C:2]1[CH:3]=[N:4][CH:5]=[C:6]([Cl:30])[C:7]=1[NH:8][C:9]([C:11]1[C:23]2[C:22]3[C:17](=[CH:18][CH:19]=[C:20]([N+:24]([O-])=O)[CH:21]=3)[N:16]([CH3:27])[C:15]=2[C:14]([O:28][CH3:29])=[CH:13][CH:12]=1)=[O:10].CO, predict the reaction product. The product is: [Cl:1][C:2]1[CH:3]=[N:4][CH:5]=[C:6]([Cl:30])[C:7]=1[NH:8][C:9]([C:11]1[C:23]2[C:22]3[C:17](=[CH:18][CH:19]=[C:20]([NH2:24])[CH:21]=3)[N:16]([CH3:27])[C:15]=2[C:14]([O:28][CH3:29])=[CH:13][CH:12]=1)=[O:10]. (7) The product is: [Br:7][C:4]1[S:3][C:2]([N:9]([CH3:8])[CH2:10][CH2:11][NH2:12])=[N:6][CH:5]=1. Given the reactants Br[C:2]1[S:3][C:4]([Br:7])=[CH:5][N:6]=1.[CH3:8][NH:9][CH2:10][CH2:11][NH2:12].ClCCCl.CCO, predict the reaction product.